Dataset: Forward reaction prediction with 1.9M reactions from USPTO patents (1976-2016). Task: Predict the product of the given reaction. (1) Given the reactants [Cl:1][C:2]1[CH:7]=[CH:6][C:5]([NH:8][C:9]2[N:17]=[C:16]([N:18]3[CH:22]=[CH:21][C:20]([N+:23]([O-])=O)=[N:19]3)[N:15]=[C:14]3[C:10]=2[N:11]=[CH:12][N:13]3[CH3:26])=[CH:4][CH:3]=1.O1CCCC1, predict the reaction product. The product is: [NH2:23][C:20]1[CH:21]=[CH:22][N:18]([C:16]2[N:15]=[C:14]3[C:10]([N:11]=[CH:12][N:13]3[CH3:26])=[C:9]([NH:8][C:5]3[CH:6]=[CH:7][C:2]([Cl:1])=[CH:3][CH:4]=3)[N:17]=2)[N:19]=1. (2) Given the reactants [NH2:1][C:2]1[N:7]=[C:6]([NH:8][CH2:9][CH2:10][CH2:11][CH3:12])[C:5]([CH2:13][C:14]2[CH:19]=[CH:18][C:17]([CH2:20][C:21]([OH:23])=[O:22])=[CH:16][C:15]=2[O:24][CH3:25])=[C:4]([CH3:26])[N:3]=1.[CH3:27][S:28]([CH2:31][CH2:32][CH2:33]O)(=[O:30])=[O:29], predict the reaction product. The product is: [NH2:1][C:2]1[N:7]=[C:6]([NH:8][CH2:9][CH2:10][CH2:11][CH3:12])[C:5]([CH2:13][C:14]2[CH:19]=[CH:18][C:17]([CH2:20][C:21]([O:23][CH2:33][CH2:32][CH2:31][S:28]([CH3:27])(=[O:30])=[O:29])=[O:22])=[CH:16][C:15]=2[O:24][CH3:25])=[C:4]([CH3:26])[N:3]=1. (3) Given the reactants [OH:1][C@H:2]1[C@H:9]([CH:10]=[CH2:11])[C@@H:8]2[C@@H:4]([CH:5]=[C:6]([CH2:12][CH2:13][CH2:14][CH2:15][C:16]([O:18][CH3:19])=[O:17])[CH2:7]2)[CH2:3]1.[OH:20][C@@H:21]1[C@@H:28]([CH:29]=[CH2:30])[C@H:27]2[C@H:23]([CH:24]=[C:25]([CH2:31][CH2:32][CH2:33][CH2:34][C:35]([O:37][CH3:38])=[O:36])[CH2:26]2)[CH2:22]1.[C:39]([Si:43]([CH3:54])([CH3:53])[O:44][C@H:45]([CH2:48][CH2:49][CH2:50][CH2:51][CH3:52])C=C)([CH3:42])([CH3:41])[CH3:40], predict the reaction product. The product is: [Si:43]([O:44][C@H:45]([CH2:48][CH2:49][CH2:50][CH2:51][CH3:52])/[CH:11]=[CH:10]/[C@@H:9]1[C@@H:8]2[C@@H:4]([CH:5]=[C:6]([CH2:12][CH2:13][CH2:14][CH2:15][C:16]([O:18][CH3:19])=[O:17])[CH2:7]2)[CH2:3][C@H:2]1[OH:1])([C:39]([CH3:40])([CH3:41])[CH3:42])([CH3:54])[CH3:53].[Si:43]([O:44][C@H:45]([CH2:48][CH2:49][CH2:50][CH2:51][CH3:52])/[CH:30]=[CH:29]/[C@H:28]1[C@H:27]2[C@H:23]([CH:24]=[C:25]([CH2:31][CH2:32][CH2:33][CH2:34][C:35]([O:37][CH3:38])=[O:36])[CH2:26]2)[CH2:22][C@@H:21]1[OH:20])([C:39]([CH3:40])([CH3:41])[CH3:42])([CH3:54])[CH3:53]. (4) Given the reactants [Ca:1].O.O.O.O.[N+]([O-])([O-])=[O:7].[Ca+2].[N+]([O-])([O-])=O.[P].[P:16](=[O:20])([OH:19])([OH:18])[OH:17].OO, predict the reaction product. The product is: [P:16]([O-:20])([O-:19])([O-:18])=[O:17].[Ca+2:1].[Ca+2:1].[Ca+2:1].[P:16]([O-:20])([O-:19])([O-:18])=[O:17].[O-2:7].[Ca+2:1]. (5) Given the reactants [NH2:1][C:2]1[CH:11]=[C:10]2[C:5]([C:6](=[O:22])[C:7]([C:15]3[CH:20]=[CH:19][C:18]([Cl:21])=[CH:17][CH:16]=3)=[C:8]([CH:12]([CH3:14])[CH3:13])[O:9]2)=[CH:4][CH:3]=1.[Br:23]N1C(=O)CCC1=O, predict the reaction product. The product is: [NH2:1][C:2]1[C:11]([Br:23])=[C:10]2[C:5]([C:6](=[O:22])[C:7]([C:15]3[CH:16]=[CH:17][C:18]([Cl:21])=[CH:19][CH:20]=3)=[C:8]([CH:12]([CH3:13])[CH3:14])[O:9]2)=[CH:4][CH:3]=1. (6) The product is: [CH3:15][C:13]1([CH3:16])[CH2:12][CH2:11][CH2:10][CH:9]([C:7]([OH:8])([CH2:2][CH:3]([CH3:5])[CH3:4])[CH3:6])[CH2:14]1. Given the reactants Br[CH2:2][CH:3]([CH3:5])[CH3:4].[CH3:6][C:7]([CH:9]1[CH2:14][C:13]([CH3:16])([CH3:15])[CH2:12][CH2:11][CH2:10]1)=[O:8], predict the reaction product. (7) Given the reactants [S:1]1[CH:5]=[C:4]([C:6]([OH:8])=O)[N:3]=[CH:2]1.CN(C(ON1N=NC2C=CC=NC1=2)=[N+](C)C)C.F[P-](F)(F)(F)(F)F.CCN(C(C)C)C(C)C.[Br:42][C:43]1[CH:49]=[CH:48][C:46]([NH2:47])=[C:45]([C:50]([F:53])([F:52])[F:51])[CH:44]=1, predict the reaction product. The product is: [Br:42][C:43]1[CH:49]=[CH:48][C:46]([NH:47][C:6]([C:4]2[N:3]=[CH:2][S:1][CH:5]=2)=[O:8])=[C:45]([C:50]([F:51])([F:52])[F:53])[CH:44]=1. (8) Given the reactants [N:1]1[C:10]2[C:5](=[C:6]([CH2:11][C:12]([OH:14])=O)[CH:7]=[CH:8][CH:9]=2)[CH:4]=[CH:3][CH:2]=1.[NH2:15][C:16]1[S:17][CH:18]=[C:19]([Br:25])[C:20]=1[C:21]([O:23][CH3:24])=[O:22], predict the reaction product. The product is: [Br:25][C:19]1[C:20]([C:21]([O:23][CH3:24])=[O:22])=[C:16]([NH:15][C:12](=[O:14])[CH2:11][C:6]2[CH:7]=[CH:8][CH:9]=[C:10]3[C:5]=2[CH:4]=[CH:3][CH:2]=[N:1]3)[S:17][CH:18]=1. (9) Given the reactants C1(O[CH2:8]/[CH:9]=[CH:10]/[C:11]2[CH:16]=[CH:15][CH:14]=[CH:13][CH:12]=2)C=CC=CC=1.[C:17]1([Si:23]([CH3:34])([CH3:33])[Si:23]([CH3:34])([CH3:33])[C:17]2[CH:22]=[CH:21][CH:20]=[CH:19][CH:18]=2)[CH:22]=[CH:21][CH:20]=[CH:19][CH:18]=1.CCN(CC)CC, predict the reaction product. The product is: [CH2:8]([Si:23]([CH3:34])([CH3:33])[C:17]1[CH:22]=[CH:21][CH:20]=[CH:19][CH:18]=1)[CH:9]=[CH:10][C:11]1[CH:12]=[CH:13][CH:14]=[CH:15][CH:16]=1.